Task: Predict the product of the given reaction.. Dataset: Forward reaction prediction with 1.9M reactions from USPTO patents (1976-2016) (1) Given the reactants C([O:3][C:4]([C:6]1[C:7]2[CH2:8][C@H:9]3[CH2:21][C@H:10]3[C:11]=2[N:12]([C:14]2[CH:15]=[N:16][C:17]([Br:20])=[CH:18][CH:19]=2)[N:13]=1)=[O:5])C.[OH-].[Na+], predict the reaction product. The product is: [Br:20][C:17]1[N:16]=[CH:15][C:14]([N:12]2[C:11]3[C@@H:10]4[CH2:21][C@@H:9]4[CH2:8][C:7]=3[C:6]([C:4]([OH:5])=[O:3])=[N:13]2)=[CH:19][CH:18]=1. (2) The product is: [O:24]1[CH2:28][CH2:27][O:26][CH:25]1[C:29]1[CH:38]=[CH:37][C:32]([C:33]2[N:34]=[C:19]([C:11]3[N:10]=[N:9][N:8]([C:3]4[CH:4]=[CH:5][CH:6]=[CH:7][C:2]=4[F:1])[C:12]=3[C:13]3[CH:14]=[CH:15][N:16]=[CH:17][CH:18]=3)[O:36][N:35]=2)=[CH:31][CH:30]=1. Given the reactants [F:1][C:2]1[CH:7]=[CH:6][CH:5]=[CH:4][C:3]=1[N:8]1[C:12]([C:13]2[CH:18]=[CH:17][N:16]=[CH:15][CH:14]=2)=[C:11]([C:19](OCC)=O)[N:10]=[N:9]1.[O:24]1[CH2:28][CH2:27][O:26][CH:25]1[C:29]1[CH:38]=[CH:37][C:32]([C:33](=[N:35][OH:36])[NH2:34])=[CH:31][CH:30]=1, predict the reaction product. (3) Given the reactants [C:1]([C:3]1[CH:4]=[C:5]([C:9](=O)/[C:10](/[CH3:18])=[C:11](\[O-])/[C:12]([O:14][CH2:15][CH3:16])=[O:13])[CH:6]=[CH:7][CH:8]=1)#[N:2].[Li+].Cl.[NH2:22][NH2:23], predict the reaction product. The product is: [C:1]([C:3]1[CH:4]=[C:5]([C:9]2[NH:23][N:22]=[C:11]([C:12]([O:14][CH2:15][CH3:16])=[O:13])[C:10]=2[CH3:18])[CH:6]=[CH:7][CH:8]=1)#[N:2]. (4) Given the reactants [NH2:1][C:2]1[CH:7]=[CH:6][C:5](Br)=[CH:4][C:3]=1[OH:9].[CH3:10][O:11][C:12]1[CH:13]=[N:14][CH:15]=[C:16](B2OC(C)(C)C(C)(C)O2)[CH:17]=1.O1CCOCC1.[F-].[Cs+], predict the reaction product. The product is: [NH2:1][C:2]1[CH:7]=[CH:6][C:5]([C:16]2[CH:15]=[N:14][CH:13]=[C:12]([O:11][CH3:10])[CH:17]=2)=[CH:4][C:3]=1[OH:9]. (5) Given the reactants [F:1][C:2]1[C:34]([F:35])=[CH:33][CH:32]=[CH:31][C:3]=1[CH2:4][S:5][C:6]1[N:11]=[C:10]([NH:12][S:13]([N:16]2[CH2:20][CH2:19][C@H:18]([NH:21]C(=O)OC(C)(C)C)[CH2:17]2)(=[O:15])=[O:14])[CH:9]=[C:8]([O:29][CH3:30])[N:7]=1.C(O)(C(F)(F)F)=O, predict the reaction product. The product is: [NH2:21][C@H:18]1[CH2:19][CH2:20][N:16]([S:13]([NH:12][C:10]2[CH:9]=[C:8]([O:29][CH3:30])[N:7]=[C:6]([S:5][CH2:4][C:3]3[CH:31]=[CH:32][CH:33]=[C:34]([F:35])[C:2]=3[F:1])[N:11]=2)(=[O:14])=[O:15])[CH2:17]1. (6) Given the reactants Cl[CH2:2][C:3]([NH:5][C:6]1[S:7][CH:8]=[C:9]([C:11]2[CH:16]=[CH:15][N:14]=[CH:13][CH:12]=2)[N:10]=1)=[O:4].[CH3:17][NH:18][C:19]1[CH:24]=[CH:23][CH:22]=[CH:21][CH:20]=1, predict the reaction product. The product is: [CH3:17][N:18]([C:19]1[CH:24]=[CH:23][CH:22]=[CH:21][CH:20]=1)[CH2:2][C:3]([NH:5][C:6]1[S:7][CH:8]=[C:9]([C:11]2[CH:16]=[CH:15][N:14]=[CH:13][CH:12]=2)[N:10]=1)=[O:4].